This data is from Reaction yield outcomes from USPTO patents with 853,638 reactions. The task is: Predict the reaction yield, written as a fraction of the theoretical maximum amount of product (1.0 means a 100% yield; for example, 0.34 means a 34% yield). (1) The reactants are [CH3:1][S:2]([CH3:5])(=[O:4])=[O:3].[Li]CCCC.CN(P(N(C)C)(N(C)C)=O)C.[Br:22][C:23]1[CH:28]=[CH:27][C:26]([NH:29][C:30]2[C:31]([CH:40]=[O:41])=[CH:32][C:33]3[NH:37][CH:36]=[N:35][C:34]=3[C:38]=2[F:39])=[C:25]([Cl:42])[CH:24]=1. The catalyst is C1COCC1. The product is [Br:22][C:23]1[CH:28]=[CH:27][C:26]([NH:29][C:30]2[C:31]([CH:40]([OH:41])[CH2:1][S:2]([CH3:5])(=[O:4])=[O:3])=[CH:32][C:33]3[NH:37][CH:36]=[N:35][C:34]=3[C:38]=2[F:39])=[C:25]([Cl:42])[CH:24]=1. The yield is 0.960. (2) The reactants are [Cl:1][C:2]1[CH:7]=[CH:6][C:5]([C:8]2[CH:13]=[N:12][N:11]3[C:14](=[O:17])[NH:15][N:16]=[C:10]3[C:9]=2[C:18]2[CH:23]=[CH:22][C:21]([Cl:24])=[CH:20][CH:19]=2)=[CH:4][CH:3]=1.C1C=CC(P(C2C=CC=CC=2)C2C=CC=CC=2)=CC=1.[O:44]1[CH2:49][CH2:48][N:47]([C:50]2[N:55]=[CH:54][C:53]([CH2:56]O)=[CH:52][CH:51]=2)[CH2:46][CH2:45]1. The catalyst is C1COCC1. The product is [Cl:1][C:2]1[CH:7]=[CH:6][C:5]([C:8]2[CH:13]=[N:12][N:11]3[C:14](=[O:17])[N:15]([CH2:56][C:53]4[CH:54]=[N:55][C:50]([N:47]5[CH2:48][CH2:49][O:44][CH2:45][CH2:46]5)=[CH:51][CH:52]=4)[N:16]=[C:10]3[C:9]=2[C:18]2[CH:23]=[CH:22][C:21]([Cl:24])=[CH:20][CH:19]=2)=[CH:4][CH:3]=1. The yield is 0.110. (3) The reactants are [OH:1][C:2]1[CH:7]=[CH:6][C:5]([C:8]([F:11])([F:10])[F:9])=[CH:4][N:3]=1.C(NC1C=CC([O:27][C:28]([N:30]2[CH2:35][CH2:34][CH:33]([O:36][Si](C(C)(C)C)(C)C)[CH2:32][CH2:31]2)=O)=NC=1)(=O)C1C=CC=CC=1.C(N(CC)CC)C.F. The catalyst is C(#N)C.CCCCCCC. The product is [F:10][C:8]([F:9])([F:11])[C:5]1[CH:6]=[CH:7][C:2]([O:1][C:28]([N:30]2[CH2:35][CH2:34][CH:33]([OH:36])[CH2:32][CH2:31]2)=[O:27])=[N:3][CH:4]=1. The yield is 0.470. (4) The reactants are C([O:3][CH2:4][CH2:5][O:6][NH:7][C:8]([C:10]1[CH:11]=[C:12]([F:28])[C:13]2[N:14]([CH:25]=[N:26][CH:27]=2)[C:15]=1[NH:16][C:17]1[CH:22]=[CH:21][C:20]([I:23])=[CH:19][C:18]=1[F:24])=[O:9])=C. The catalyst is CO. The product is [OH:3][CH2:4][CH2:5][O:6][NH:7][C:8]([C:10]1[CH:11]=[C:12]([F:28])[C:13]2[N:14]([CH:25]=[N:26][CH:27]=2)[C:15]=1[NH:16][C:17]1[CH:22]=[CH:21][C:20]([I:23])=[CH:19][C:18]=1[F:24])=[O:9]. The yield is 0.390. (5) The reactants are [NH2:1][C:2]1[CH:3]=[C:4]2[C:20](=[O:21])[NH:19][N:18]=[CH:17][C:6]3=[C:7]([C:11]4[CH:16]=[CH:15][CH:14]=[CH:13][CH:12]=4)[NH:8][C:9]([CH:10]=1)=[C:5]23.[S:22]1[CH:26]=[CH:25][CH:24]=[C:23]1[CH2:27][CH2:28][CH2:29][C:30](O)=[O:31].C(N(CC)CC)C.F[P-](F)(F)(F)(F)F.N1(OC(N(C)C)=[N+](C)C)C2N=CC=CC=2N=N1. The catalyst is CN(C)C=O.C(Cl)Cl.CO. The product is [O:21]=[C:20]1[C:4]2[C:5]3[C:6](=[C:7]([C:11]4[CH:12]=[CH:13][CH:14]=[CH:15][CH:16]=4)[NH:8][C:9]=3[CH:10]=[C:2]([NH:1][C:30](=[O:31])[CH2:29][CH2:28][CH2:27][C:23]3[S:22][CH:26]=[CH:25][CH:24]=3)[CH:3]=2)[CH:17]=[N:18][NH:19]1. The yield is 0.140. (6) The reactants are C(=O)([O-])[O-].[K+].[K+].[CH2:7]([N:10]=[C:11]=[O:12])[CH2:8][CH3:9].[CH3:13][C:14]1[NH:18][N:17]=[C:16]([O:19][C:20]2[CH:25]=[CH:24][C:23]([N+:26]([O-:28])=[O:27])=[CH:22][C:21]=2[C:29]([F:32])([F:31])[F:30])[CH:15]=1.Cl. The catalyst is C(OCC)(=O)C. The product is [CH2:7]([NH:10][C:11]([N:18]1[C:14]([CH3:13])=[CH:15][C:16]([O:19][C:20]2[CH:25]=[CH:24][C:23]([N+:26]([O-:28])=[O:27])=[CH:22][C:21]=2[C:29]([F:30])([F:31])[F:32])=[N:17]1)=[O:12])[CH2:8][CH3:9]. The yield is 0.725. (7) The reactants are [Cl:1][C:2]1[C:7]([C:8]#N)=[CH:6][CH:5]=[CH:4][N:3]=1.[H-].C([Al+]CC(C)C)C(C)C.[OH:20]S(O)(=O)=O. The catalyst is C1(C)C=CC=CC=1. The product is [Cl:1][C:2]1[N:3]=[CH:4][CH:5]=[CH:6][C:7]=1[CH:8]=[O:20]. The yield is 0.800.